Dataset: Full USPTO retrosynthesis dataset with 1.9M reactions from patents (1976-2016). Task: Predict the reactants needed to synthesize the given product. (1) Given the product [ClH:15].[OH:46][CH2:47][CH:48]([N:38]1[CH2:37][CH2:36][C:35]2[C:40](=[CH:41][CH:42]=[C:33]([C:30]3[N:29]=[C:28]([C:23]4[CH:24]=[C:25]([C:26]#[N:27])[C:20]([NH:19][CH:17]([CH3:16])[CH3:18])=[N:21][CH:22]=4)[O:32][N:31]=3)[C:34]=2[CH3:43])[CH2:39]1)[CH2:49][OH:50], predict the reactants needed to synthesize it. The reactants are: C(O[BH-](OC(=O)C)OC(=O)C)(=O)C.[Na+].[ClH:15].[CH3:16][CH:17]([NH:19][C:20]1[C:25]([C:26]#[N:27])=[CH:24][C:23]([C:28]2[O:32][N:31]=[C:30]([C:33]3[C:34]([CH3:43])=[C:35]4[C:40](=[CH:41][CH:42]=3)[CH2:39][NH:38][CH2:37][CH2:36]4)[N:29]=2)=[CH:22][N:21]=1)[CH3:18].CC1(C)[O:50][CH2:49][C:48](=O)[CH2:47][O:46]1.C(=O)([O-])O.[Na+]. (2) The reactants are: [Br:1][C:2]1[CH:3]=[C:4]([CH2:8][CH2:9][OH:10])[CH:5]=[CH:6][CH:7]=1.[Si:11](Cl)([C:14]([CH3:17])([CH3:16])[CH3:15])([CH3:13])[CH3:12].N1C=CN=C1.O. Given the product [Br:1][C:2]1[CH:3]=[C:4]([CH2:8][CH2:9][O:10][Si:11]([C:14]([CH3:17])([CH3:16])[CH3:15])([CH3:13])[CH3:12])[CH:5]=[CH:6][CH:7]=1, predict the reactants needed to synthesize it. (3) Given the product [NH2:1][C:2]1[C:7](=[O:8])[N:6]([CH3:11])[C:5]([C:9]#[N:10])=[CH:4][CH:3]=1, predict the reactants needed to synthesize it. The reactants are: [NH2:1][C:2]1[C:7](=[O:8])[NH:6][C:5]([C:9]#[N:10])=[CH:4][CH:3]=1.[C:11]([O-])([O-])=O.[K+].[K+].CI.O.